This data is from Aqueous solubility values for 9,982 compounds from the AqSolDB database. The task is: Regression/Classification. Given a drug SMILES string, predict its absorption, distribution, metabolism, or excretion properties. Task type varies by dataset: regression for continuous measurements (e.g., permeability, clearance, half-life) or binary classification for categorical outcomes (e.g., BBB penetration, CYP inhibition). For this dataset (solubility_aqsoldb), we predict Y. (1) The drug is Cc1cc(C(C)(C)c2cc(C)c(O)c(C)c2)cc(C)c1O. The Y is -4.95 log mol/L. (2) The compound is CC(C)(SC(=O)N1CCCCC1)c1ccccc1. The Y is -4.12 log mol/L. (3) The molecule is [Au]. The Y is -8.82 log mol/L. (4) The Y is 1.04 log mol/L. The molecule is C[N+](C)(C)C.[OH-].